Dataset: Catalyst prediction with 721,799 reactions and 888 catalyst types from USPTO. Task: Predict which catalyst facilitates the given reaction. (1) Reactant: OS(O)(=O)=O.O=S(=O)=O.[C:10]([OH:21])(=[O:20])[C:11]1[CH:19]=[CH:18][C:14]([C:15]([OH:17])=[O:16])=[CH:13][CH:12]=1.O1COCO[CH2:23]1.C(O)(=O)C. Product: [C:15]([C:14]1[CH:18]=[C:19]2[C:11](=[CH:12][CH:13]=1)[C:10](=[O:21])[O:20][CH2:23]2)([OH:17])=[O:16]. The catalyst class is: 6. (2) Reactant: [C:1]([C:4]1([C:11]([O:13][CH2:14][CH3:15])=[O:12])[CH2:9][CH2:8][C:7](=[O:10])[CH2:6][CH2:5]1)(=[O:3])[CH3:2].[CH:16](OC)(OC)OC.Cl. Product: [CH3:16][O:10][C:7]12[CH2:8][CH2:9][C:4]([C:11]([O:13][CH2:14][CH3:15])=[O:12])([CH2:5][CH2:6]1)[C:1](=[O:3])[CH2:2]2. The catalyst class is: 5.